Dataset: Forward reaction prediction with 1.9M reactions from USPTO patents (1976-2016). Task: Predict the product of the given reaction. (1) Given the reactants [Br:1][C:2]1[CH:7]=[CH:6][C:5]([CH:8]([OH:13])[C:9]([CH3:12])([CH3:11])[CH3:10])=[CH:4][CH:3]=1.[Si:14](Cl)([C:17]([CH3:20])([CH3:19])[CH3:18])([CH3:16])[CH3:15], predict the reaction product. The product is: [Br:1][C:2]1[CH:3]=[CH:4][C:5]([CH:8]([O:13][Si:14]([C:17]([CH3:20])([CH3:19])[CH3:18])([CH3:16])[CH3:15])[C:9]([CH3:10])([CH3:12])[CH3:11])=[CH:6][CH:7]=1. (2) Given the reactants C(OC([N:8]1[CH2:13][CH2:12][N:11]([CH2:14][C:15]2[CH:20]=[CH:19][C:18]([C:21]3[NH:43][C:24]4=[N:25][CH:26]=[C:27]([Br:42])[C:28]([N:29]5[CH2:34][CH2:33][N:32]([CH2:35][C:36]6[N:37]=[C:38]([CH3:41])[S:39][CH:40]=6)[CH2:31][CH2:30]5)=[C:23]4[N:22]=3)=[CH:17][CH:16]=2)[CH2:10][CH2:9]1)=O)(C)(C)C.C(O)(C(F)(F)F)=O, predict the reaction product. The product is: [Br:42][C:27]1[C:28]([N:29]2[CH2:30][CH2:31][N:32]([CH2:35][C:36]3[N:37]=[C:38]([CH3:41])[S:39][CH:40]=3)[CH2:33][CH2:34]2)=[C:23]2[N:22]=[C:21]([C:18]3[CH:19]=[CH:20][C:15]([CH2:14][N:11]4[CH2:12][CH2:13][NH:8][CH2:9][CH2:10]4)=[CH:16][CH:17]=3)[NH:43][C:24]2=[N:25][CH:26]=1. (3) The product is: [CH:31]([O:30][C:28]1[CH:27]=[C:24]([CH:23]=[C:22]([O:21][CH:18]([CH3:20])[CH3:19])[CH:29]=1)[CH2:25][N:15]1[CH2:16][CH2:17][CH:12]([NH:11][C:9]2[O:8][C:7]3[C:2]([CH3:1])=[N:3][CH:4]=[CH:5][C:6]=3[N:10]=2)[CH2:13][CH2:14]1)([CH3:32])[CH3:33]. Given the reactants [CH3:1][C:2]1[C:7]2[O:8][C:9]([NH:11][CH:12]3[CH2:17][CH2:16][NH:15][CH2:14][CH2:13]3)=[N:10][C:6]=2[CH:5]=[CH:4][N:3]=1.[CH:18]([O:21][C:22]1[CH:23]=[C:24]([CH:27]=[C:28]([O:30][CH:31]([CH3:33])[CH3:32])[CH:29]=1)[CH:25]=O)([CH3:20])[CH3:19].OC1C=C(C=C(O)C=1)C=O.IC(C)C.C([O-])([O-])=O.[K+].[K+].C([BH3-])#N.[Na+].C(N(C(C)C)C(C)C)C, predict the reaction product. (4) Given the reactants [CH3:1][C:2]([S:5]([NH:7][CH:8]([CH:10]1[CH2:13][C:12](=[CH2:14])[CH2:11]1)[CH3:9])=[O:6])([CH3:4])[CH3:3], predict the reaction product. The product is: [CH3:1][C:2]([S:5]([NH:7][CH:8]([CH:10]1[CH2:13][CH:12]([CH3:14])[CH2:11]1)[CH3:9])=[O:6])([CH3:3])[CH3:4]. (5) Given the reactants [NH2:1][CH2:2][CH2:3][OH:4].C(N(CC)C(C)C)(C)C.F[C:15]1[CH:20]=[CH:19][C:18](O)=[C:17]([N+:22]([O-:24])=[O:23])[CH:16]=1, predict the reaction product. The product is: [N+:22]([C:17]1[CH:18]=[CH:19][C:20]([NH:1][CH2:2][CH2:3][OH:4])=[CH:15][CH:16]=1)([O-:24])=[O:23]. (6) The product is: [C:25]([Si:29]([CH3:31])([CH3:30])[O:32][C@H:33]1[CH2:38][CH2:37][C@H:36]([NH:39][C:40](=[O:41])[N:8]([C:4]2[CH:5]=[CH:6][CH:7]=[C:2]([Cl:1])[CH:3]=2)[C:9]2[N:10]([C:18]3[CH:19]=[CH:20][C:21]([Cl:24])=[CH:22][CH:23]=3)[N:11]=[C:12]3[C:17]=2[CH:16]=[CH:15][CH:14]=[CH:13]3)[CH2:35][CH2:34]1)([CH3:28])([CH3:27])[CH3:26]. Given the reactants [Cl:1][C:2]1[CH:3]=[C:4]([NH:8][C:9]2[N:10]([C:18]3[CH:23]=[CH:22][C:21]([Cl:24])=[CH:20][CH:19]=3)[N:11]=[C:12]3[C:17]=2[CH:16]=[CH:15][CH:14]=[CH:13]3)[CH:5]=[CH:6][CH:7]=1.[C:25]([Si:29]([O:32][C@H:33]1[CH2:38][CH2:37][C@H:36]([N:39]=[C:40]=[O:41])[CH2:35][CH2:34]1)([CH3:31])[CH3:30])([CH3:28])([CH3:27])[CH3:26].CCN(CC)CC, predict the reaction product.